This data is from Full USPTO retrosynthesis dataset with 1.9M reactions from patents (1976-2016). The task is: Predict the reactants needed to synthesize the given product. (1) Given the product [Br:12][C:8]1[CH:7]=[C:6]([CH:2]2[NH:1][C:13]3([CH2:18][CH2:17][CH2:16][CH2:15][CH2:14]3)[NH:5][C:3]2=[O:4])[CH:11]=[CH:10][CH:9]=1, predict the reactants needed to synthesize it. The reactants are: [NH2:1][CH:2]([C:6]1[CH:11]=[CH:10][CH:9]=[C:8]([Br:12])[CH:7]=1)[C:3]([NH2:5])=[O:4].[C:13]1(=O)[CH2:18][CH2:17][CH2:16][CH2:15][CH2:14]1. (2) Given the product [C:1]1([C:21]2[CH:22]=[CH:23][CH:24]=[CH:25][CH:26]=2)[CH:2]=[CH:3][C:4]([C:7]([NH:9][C@H:10]2[CH2:15][CH2:14][CH2:13][CH2:12][C@H:11]2[C:16]([OH:18])=[O:17])=[O:8])=[CH:5][CH:6]=1, predict the reactants needed to synthesize it. The reactants are: [C:1]1([C:21]2[CH:26]=[CH:25][CH:24]=[CH:23][CH:22]=2)[CH:6]=[CH:5][C:4]([C:7]([NH:9][C@H:10]2[CH2:15][CH2:14][CH2:13][CH2:12][C@H:11]2[C:16]([O:18]CC)=[O:17])=[O:8])=[CH:3][CH:2]=1.[OH-].[Li+]. (3) Given the product [Br:5][C:3]1[N:11]=[C:10]([C:9]2[CH:12]=[CH:13][CH:14]=[C:7]([Cl:6])[CH:8]=2)[O:1][N:2]=1, predict the reactants needed to synthesize it. The reactants are: [OH:1][N:2]=[C:3]([Br:5])Br.[Cl:6][C:7]1[CH:8]=[C:9]([CH:12]=[CH:13][CH:14]=1)[C:10]#[N:11].C([O-])(O)=O.[Na+]. (4) Given the product [NH:1]1[C:13]2[C:12]3[CH:11]=[CH:10][CH:9]=[CH:8][C:7]=3[N:6]=[CH:5][C:4]=2[N:3]=[CH:2]1.[NH:15]1[C:27]2[C:26]3[N:25]=[CH:24][CH:23]=[CH:22][C:21]=3[N:20]=[CH:19][C:18]=2[N:17]=[CH:16]1, predict the reactants needed to synthesize it. The reactants are: [N:1]1(O)[C:13]2[C:12]3[CH:11]=[CH:10][CH:9]=[CH:8][C:7]=3[N:6]=[CH:5][C:4]=2[N:3]=[CH:2]1.[N:15]1(O)[C:27]2[C:26]3[N:25]=[CH:24][CH:23]=[CH:22][C:21]=3[N:20]=[CH:19][C:18]=2[N:17]=[CH:16]1.